Dataset: Forward reaction prediction with 1.9M reactions from USPTO patents (1976-2016). Task: Predict the product of the given reaction. (1) Given the reactants Cl[C:2]1[N:7]=[C:6]([CH:8]2[CH2:10][CH2:9]2)[C:5]([C:11]#[N:12])=[CH:4][N:3]=1.Cl.[NH2:14][C@H:15]([C:17]1[C:18](=[O:28])[NH:19][C:20]2[C:25]([CH:26]=1)=[CH:24][C:23]([Cl:27])=[CH:22][CH:21]=2)[CH3:16].CCN(C(C)C)C(C)C, predict the reaction product. The product is: [Cl:27][C:23]1[CH:24]=[C:25]2[C:20](=[CH:21][CH:22]=1)[NH:19][C:18](=[O:28])[C:17]([C@@H:15]([NH:14][C:2]1[N:7]=[C:6]([CH:8]3[CH2:10][CH2:9]3)[C:5]([C:11]#[N:12])=[CH:4][N:3]=1)[CH3:16])=[CH:26]2. (2) Given the reactants [OH:1][C:2]1[C:11]2[C:6](=[CH:7][CH:8]=[CH:9][CH:10]=2)[N:5]([NH:12][CH2:13][CH:14]([CH3:16])[CH3:15])[C:4](=[O:17])[C:3]=1[C:18]1[NH:23][C:22]2[CH:24]=[CH:25][C:26]([OH:28])=[CH:27][C:21]=2[S:20](=[O:30])(=[O:29])[N:19]=1.Br[CH:32]([CH3:36])[C:33]([NH2:35])=[O:34].C(=O)([O-])[O-].[Cs+].[Cs+].Cl, predict the reaction product. The product is: [OH:1][C:2]1[C:11]2[C:6](=[CH:7][CH:8]=[CH:9][CH:10]=2)[N:5]([NH:12][CH2:13][CH:14]([CH3:15])[CH3:16])[C:4](=[O:17])[C:3]=1[C:18]1[NH:23][C:22]2[CH:24]=[CH:25][C:26]([O:28][CH:32]([CH3:36])[C:33]([NH2:35])=[O:34])=[CH:27][C:21]=2[S:20](=[O:29])(=[O:30])[N:19]=1. (3) Given the reactants C([O:5][C:6]([C:8]1[C:17]2[C:12](=[C:13]([CH3:18])[CH:14]=[CH:15][CH:16]=2)[CH:11]=[CH:10][CH:9]=1)=[O:7])(C)(C)C.C(O)(C(F)(F)F)=O, predict the reaction product. The product is: [CH3:18][C:13]1[CH:14]=[CH:15][CH:16]=[C:17]2[C:12]=1[CH:11]=[CH:10][CH:9]=[C:8]2[C:6]([OH:7])=[O:5]. (4) Given the reactants [CH2:1]([C:3]1([CH2:9][NH:10][C:11]2[C:16]([F:17])=[CH:15][CH:14]=[C:13]([O:18]C)[N:12]=2)[CH2:8][CH2:7][O:6][CH2:5][CH2:4]1)[CH3:2].[I-].[Na+].Cl[Si](C)(C)C.OS([O-])(=O)=O.[Na+], predict the reaction product. The product is: [CH2:1]([C:3]1([CH2:9][NH:10][C:11]2[N:12]=[C:13]([OH:18])[CH:14]=[CH:15][C:16]=2[F:17])[CH2:4][CH2:5][O:6][CH2:7][CH2:8]1)[CH3:2].